Dataset: NCI-60 drug combinations with 297,098 pairs across 59 cell lines. Task: Regression. Given two drug SMILES strings and cell line genomic features, predict the synergy score measuring deviation from expected non-interaction effect. Drug 1: C1=CN(C(=O)N=C1N)C2C(C(C(O2)CO)O)O.Cl. Drug 2: C1=NC2=C(N=C(N=C2N1C3C(C(C(O3)CO)O)O)F)N. Cell line: MDA-MB-435. Synergy scores: CSS=18.9, Synergy_ZIP=-3.00, Synergy_Bliss=3.32, Synergy_Loewe=-0.0568, Synergy_HSA=2.74.